Dataset: Catalyst prediction with 721,799 reactions and 888 catalyst types from USPTO. Task: Predict which catalyst facilitates the given reaction. (1) Reactant: [C:1]([O:5][C:6]([N:8]1[CH2:13][CH2:12][CH2:11][CH:10]([C:14](=[N:23][OH:24])[NH:15][C:16]([C:18]2[NH:19][N:20]=[CH:21][CH:22]=2)=O)[CH2:9]1)=[O:7])([CH3:4])([CH3:3])[CH3:2].C(N(CC)CC)C. Product: [C:1]([O:5][C:6]([N:8]1[CH2:13][CH2:12][CH2:11][CH:10]([C:14]2[N:15]=[C:16]([C:18]3[NH:19][N:20]=[CH:21][CH:22]=3)[O:24][N:23]=2)[CH2:9]1)=[O:7])([CH3:2])([CH3:3])[CH3:4]. The catalyst class is: 12. (2) Reactant: [F:1][C:2]1[C:3]([OH:10])=[C:4]([CH:7]=[CH:8][CH:9]=1)[CH:5]=O.C(=O)([O-])[O-].[K+].[K+].Br[CH2:18][C:19]([O:21][CH2:22][CH3:23])=[O:20]. Product: [F:1][C:2]1[C:3]2[O:10][C:18]([C:19]([O:21][CH2:22][CH3:23])=[O:20])=[CH:5][C:4]=2[CH:7]=[CH:8][CH:9]=1. The catalyst class is: 35. (3) Reactant: Cl[C:2]([O:4][CH2:5][C:6]1[CH:11]=[CH:10][CH:9]=[CH:8][CH:7]=1)=[O:3].[N+:12]([C:15]1[CH:20]=[CH:19][C:18]([S:21]([NH:24][CH:25]2[CH2:30][CH2:29][NH:28][CH2:27][CH2:26]2)(=[O:23])=[O:22])=[CH:17][CH:16]=1)([O-:14])=[O:13].C(N(C(C)C)CC)(C)C. Product: [CH2:5]([O:4][C:2]([N:28]1[CH2:29][CH2:30][CH:25]([NH:24][S:21]([C:18]2[CH:17]=[CH:16][C:15]([N+:12]([O-:14])=[O:13])=[CH:20][CH:19]=2)(=[O:23])=[O:22])[CH2:26][CH2:27]1)=[O:3])[C:6]1[CH:11]=[CH:10][CH:9]=[CH:8][CH:7]=1. The catalyst class is: 56. (4) Reactant: [C:1]1([C:7]2([C:10]3[CH:11]=[N:12][C:13]([N:16]4[CH2:21][CH2:20][N:19](C(OC(C)(C)C)=O)[CH2:18][CH2:17]4)=[N:14][CH:15]=3)[CH2:9][CH2:8]2)[CH:6]=[CH:5][CH:4]=[CH:3][CH:2]=1.Cl.O1CCOCC1. Product: [C:1]1([C:7]2([C:10]3[CH:15]=[N:14][C:13]([N:16]4[CH2:21][CH2:20][NH:19][CH2:18][CH2:17]4)=[N:12][CH:11]=3)[CH2:9][CH2:8]2)[CH:6]=[CH:5][CH:4]=[CH:3][CH:2]=1. The catalyst class is: 12.